Dataset: Full USPTO retrosynthesis dataset with 1.9M reactions from patents (1976-2016). Task: Predict the reactants needed to synthesize the given product. (1) Given the product [CH2:23]([N:29]([CH3:42])[C:30]([C@@H:32]1[CH2:36][C@H:35]([O:19][C:17]2[C:16]3[C:11](=[C:12]([CH3:22])[C:13]([O:20][CH3:21])=[CH:14][CH:15]=3)[N:10]=[C:9]([C:6]3[S:7][CH:8]=[C:4]([CH:1]([CH3:3])[CH3:2])[N:5]=3)[CH:18]=2)[CH2:34][C@H:33]1[C:38]([O:40][CH3:41])=[O:39])=[O:31])[CH2:24][CH2:25][CH2:26][CH:27]=[CH2:28], predict the reactants needed to synthesize it. The reactants are: [CH:1]([C:4]1[N:5]=[C:6]([C:9]2[NH:10][C:11]3[C:16]([C:17](=[O:19])[CH:18]=2)=[CH:15][CH:14]=[C:13]([O:20][CH3:21])[C:12]=3[CH3:22])[S:7][CH:8]=1)([CH3:3])[CH3:2].[CH2:23]([N:29]([CH3:42])[C:30]([C@@H:32]1[CH2:36][C@@H:35](O)[CH2:34][C@H:33]1[C:38]([O:40][CH3:41])=[O:39])=[O:31])[CH2:24][CH2:25][CH2:26][CH:27]=[CH2:28].C1(P(C2C=CC=CC=2)C2C=CC=CC=2)C=CC=CC=1.N(C(OC(C)C)=O)=NC(OC(C)C)=O. (2) Given the product [CH3:14][O:13][C:11]([C:2]1[N:1]=[C:6]([C:7]([OH:9])=[O:8])[CH:5]=[CH:4][CH:3]=1)=[O:12], predict the reactants needed to synthesize it. The reactants are: [N:1]1[C:6]([C:7]([O:9]C)=[O:8])=[CH:5][CH:4]=[CH:3][C:2]=1[C:11]([O:13][CH3:14])=[O:12].[OH-].[K+]. (3) Given the product [OH:4][CH:1]([CH2:2][CH3:3])[CH2:5][C:6]([O:8][CH2:9][CH3:10])=[O:7], predict the reactants needed to synthesize it. The reactants are: [C:1]([CH2:5][C:6]([O:8][CH2:9][CH3:10])=[O:7])(=[O:4])[CH2:2][CH3:3].C(OCC)(=O)CC(C)=O. (4) The reactants are: [Cl:1][C:2]1[CH:9]=[C:8]([NH:10][CH2:11][CH:12]2[CH2:14][CH2:13]2)[CH:7]=[CH:6][C:3]=1[C:4]#[N:5].Br[CH2:16][C:17]([O:19][C:20]([CH3:23])([CH3:22])[CH3:21])=[O:18]. Given the product [Cl:1][C:2]1[CH:9]=[C:8]([N:10]([CH2:11][CH:12]2[CH2:14][CH2:13]2)[CH2:16][C:17]([O:19][C:20]([CH3:23])([CH3:22])[CH3:21])=[O:18])[CH:7]=[CH:6][C:3]=1[C:4]#[N:5], predict the reactants needed to synthesize it. (5) Given the product [CH2:6]([O:8][C:9](=[O:55])[C:10]([CH3:54])([CH3:53])[CH2:11][C:12]1[N:13]([CH2:38][C:39]2[CH:40]=[CH:41][C:42]([C:45]3[CH:46]=[N:47][C:48]([O:51][CH3:52])=[CH:49][CH:50]=3)=[CH:43][CH:44]=2)[C:14]2[C:19]([CH:20]=1)=[CH:18][C:17]([O:26][CH2:27][CH2:28][C:29]1[S:30][C:31]3[CH:37]=[CH:36][CH:35]=[CH:34][C:32]=3[N:33]=1)=[CH:16][CH:15]=2)[CH3:7], predict the reactants needed to synthesize it. The reactants are: [Cl-].[Al+3].[Cl-].[Cl-].O.[CH2:6]([O:8][C:9](=[O:55])[C:10]([CH3:54])([CH3:53])[CH2:11][C:12]1[N:13]([CH2:38][C:39]2[CH:44]=[CH:43][C:42]([C:45]3[CH:46]=[N:47][C:48]([O:51][CH3:52])=[CH:49][CH:50]=3)=[CH:41][CH:40]=2)[C:14]2[C:19]([C:20]=1SC(C)(C)C)=[CH:18][C:17]([O:26][CH2:27][CH2:28][C:29]1[S:30][C:31]3[CH:37]=[CH:36][CH:35]=[CH:34][C:32]=3[N:33]=1)=[CH:16][CH:15]=2)[CH3:7].